From a dataset of Full USPTO retrosynthesis dataset with 1.9M reactions from patents (1976-2016). Predict the reactants needed to synthesize the given product. (1) Given the product [F:21][C:22]([F:30])([F:29])[C:23]([C:24]1[C:25]([CH3:26])=[N:1][C:2]2[C:3]([C:13]=1[C:15]1[CH:20]=[CH:19][CH:18]=[CH:17][CH:16]=1)=[CH:4][C:5]([O:8][C:9]([F:12])([F:11])[F:10])=[CH:6][CH:7]=2)=[O:28], predict the reactants needed to synthesize it. The reactants are: [NH2:1][C:2]1[CH:7]=[CH:6][C:5]([O:8][C:9]([F:12])([F:11])[F:10])=[CH:4][C:3]=1[C:13]([C:15]1[CH:20]=[CH:19][CH:18]=[CH:17][CH:16]=1)=O.[F:21][C:22]([F:30])([F:29])[C:23](=[O:28])[CH2:24][C:25](=O)[CH3:26]. (2) Given the product [Br:1][C:2]1[CH:3]=[C:4]([CH:5]=[CH:6][CH:7]=1)[O:8][CH2:16][CH2:17][CH2:18][CH2:19][OH:20], predict the reactants needed to synthesize it. The reactants are: [Br:1][C:2]1[CH:3]=[C:4]([OH:8])[CH:5]=[CH:6][CH:7]=1.C([O-])([O-])=O.[K+].[K+].Br[CH2:16][CH2:17][CH2:18][CH2:19][OH:20].O. (3) Given the product [Br:16][C:8]1[C:7]([Br:6])=[C:52]([CH3:53])[C:11]([CH3:12])=[CH:10][CH:9]=1, predict the reactants needed to synthesize it. The reactants are: C(=O)(O)[O-].[NH4+].[Br:6][CH2:7][C:8]1C=[CH:12][CH:11]=[C:10](CBr)[CH:9]=1.[Br:16]CC1C=CC=CC=1CBr.BrCC1C=CC(CBr)=CC=1.BrCC1C=CC=C(CBr)N=1.BrC/C=C/CBr.[C:52](#N)[CH3:53]. (4) Given the product [C:1]([O:5][C:6](=[O:24])[N:7]([C@@H:11]1[C:19]2[C:14](=[CH:15][CH:16]=[CH:17][CH:18]=2)[CH:13]([Br:25])[C@H:12]1[O:20][CH2:21][O:22][CH3:23])[CH2:8][O:9][CH3:10])([CH3:4])([CH3:3])[CH3:2], predict the reactants needed to synthesize it. The reactants are: [C:1]([O:5][C:6](=[O:24])[N:7]([C@@H:11]1[C:19]2[C:14](=[CH:15][CH:16]=[CH:17][CH:18]=2)[CH2:13][C@H:12]1[O:20][CH2:21][O:22][CH3:23])[CH2:8][O:9][CH3:10])([CH3:4])([CH3:3])[CH3:2].[Br:25]N1C(=O)CCC1=O.N(C(C)(C)C#N)=NC(C)(C)C#N. (5) Given the product [CH2:23]([C@H:22]([CH:27]1[C:32](=[O:33])[O:31][C:30]([CH3:34])([CH3:35])[O:29][C:28]1=[O:36])[C:21]#[C:20][C:14]1[CH:19]=[CH:18][CH:17]=[CH:16][CH:15]=1)[CH:24]([CH3:26])[CH3:25], predict the reactants needed to synthesize it. The reactants are: O=C1O[C@H]([C@H](CO)O)C([O-])=C1O.[Na+].[C:14]1([C:20]#[CH:21])[CH:19]=[CH:18][CH:17]=[CH:16][CH:15]=1.[CH:22](=[C:27]1[C:32](=[O:33])[O:31][C:30]([CH3:35])([CH3:34])[O:29][C:28]1=[O:36])[CH2:23][CH:24]([CH3:26])[CH3:25]. (6) The reactants are: [F:1][CH:2]([C:15]1[CH:19]=[C:18]([CH3:20])[N:17]([CH:21]2[CH2:26][CH2:25][CH2:24][CH2:23][O:22]2)[N:16]=1)S(C1SC2C=CC=CC=2N=1)(=O)=O.[CH:27]([C:30]1[CH:37]=[CH:36][C:33]([CH:34]=O)=[CH:32][CH:31]=1)([CH3:29])[CH3:28]. Given the product [F:1]/[C:2](/[C:15]1[CH:19]=[C:18]([CH3:20])[N:17]([CH:21]2[CH2:26][CH2:25][CH2:24][CH2:23][O:22]2)[N:16]=1)=[CH:34]\[C:33]1[CH:36]=[CH:37][C:30]([CH:27]([CH3:29])[CH3:28])=[CH:31][CH:32]=1, predict the reactants needed to synthesize it.